Dataset: Experimentally validated miRNA-target interactions with 360,000+ pairs, plus equal number of negative samples. Task: Binary Classification. Given a miRNA mature sequence and a target amino acid sequence, predict their likelihood of interaction. (1) The miRNA is hsa-miR-6746-3p with sequence CAGCCGCCGCCUGUCUCCACAG. The protein sequence of the target gene is MRPEDRMFHIRAVILRALSLAFLLSLRGAGAIKADHVSTYAAFVQTHRPTGEFMFEFDEDEMFYVDLDKKETVWHLEEFGQAFSFEAQGGLANIAILNNNLNTLIQRSNHTQATNDPPEVTVFPKEPVELGQPNTLICHIDKFFPPVLNVTWLCNGELVTEGVAESLFLPRTDYSFHKFHYLTFVPSAEDFYDCRVEHWGLDQPLLKHWEAQEPIQMPETTETVLCALGLVLGLVGIIVGTVLIIKSLRSGHDPRAQGTL. Result: 0 (no interaction). (2) The miRNA is hsa-miR-222-5p with sequence CUCAGUAGCCAGUGUAGAUCCU. The protein sequence of the target gene is MEEGVQAPDWDSDETVIEGSVTESDLEEKELPWRRLLFDQDASLKSEFSLHPDTRGMCKGMPSPEIQLGFKLREDLQEQMNKNKMMPVLSEDTILQSQDETERNQALLQTRKNCSMFIGSFRQSGLSLNHQNIEGPEAESPEVLPHIEKELSEGRDSPEVSLLSGTAITVSDTVAVKETSLVEPEKILAAPNTFFEPRKEVTMTMTSEETKDEESSLETFVSALESLLTSPESTQEERLFELVSDFDRKELMNPLSDSLSSISIPLNSWSACHRDLLEDAKDDALPAELLEALNTLSEAK.... Result: 0 (no interaction).